Dataset: Forward reaction prediction with 1.9M reactions from USPTO patents (1976-2016). Task: Predict the product of the given reaction. Given the reactants [CH3:1][C:2]([C:4]1[CH:9]=[CH:8][C:7]([NH2:10])=[CH:6][CH:5]=1)=[O:3].[S-:11][C:12]#[N:13].[K+].BrBr.[NH4+].[OH-], predict the reaction product. The product is: [NH2:13][C:12]1[S:11][C:6]2[CH:5]=[C:4]([C:2](=[O:3])[CH3:1])[CH:9]=[CH:8][C:7]=2[N:10]=1.